This data is from Full USPTO retrosynthesis dataset with 1.9M reactions from patents (1976-2016). The task is: Predict the reactants needed to synthesize the given product. (1) Given the product [Cl:1][C:2]1[CH:11]=[C:6]([C:7]2[CH:13]=[C:12]([C:14]3[CH:19]=[CH:18][C:17]([F:20])=[C:16]([CH3:21])[CH:15]=3)[O:9][N:8]=2)[CH:5]=[N:4][CH:3]=1, predict the reactants needed to synthesize it. The reactants are: [Cl:1][C:2]1[CH:3]=[N:4][CH:5]=[C:6]([CH:11]=1)[C:7](Cl)=[N:8][OH:9].[C:12]([C:14]1[CH:19]=[CH:18][C:17]([F:20])=[C:16]([CH3:21])[CH:15]=1)#[CH:13].N. (2) Given the product [SH:2][C:5]1[CH:6]=[C:7]([CH:11]=[CH:12][CH:13]=1)[C:8]([OH:10])=[O:9], predict the reactants needed to synthesize it. The reactants are: Cl[S:2]([C:5]1[CH:6]=[C:7]([CH:11]=[CH:12][CH:13]=1)[C:8]([OH:10])=[O:9])(=O)=O.Cl. (3) The reactants are: C([Li])CCC.[C:6]1([S:12][C:13]2[C:14]3[CH:25]=[C:24]4[C:19]([CH:20]=[CH:21][CH:22]=[CH:23]4)=[CH:18][C:15]=3[S:16][CH:17]=2)[CH:11]=[CH:10][CH:9]=[CH:8][CH:7]=1.[I:26]I. Given the product [C:6]1([S:12][C:13]2[C:14]3[CH:25]=[C:24]4[C:19]([CH:20]=[CH:21][CH:22]=[CH:23]4)=[CH:18][C:15]=3[S:16][C:17]=2[I:26])[CH:11]=[CH:10][CH:9]=[CH:8][CH:7]=1, predict the reactants needed to synthesize it. (4) Given the product [I:8][C:5]1[CH:6]=[CH:7][C:2]([N:9]2[CH2:14][CH2:13][CH2:12][CH2:11][CH2:10]2)=[N:3][CH:4]=1, predict the reactants needed to synthesize it. The reactants are: Cl[C:2]1[CH:7]=[CH:6][C:5]([I:8])=[CH:4][N:3]=1.[NH:9]1[CH2:14][CH2:13][CH2:12][CH2:11][CH2:10]1. (5) Given the product [CH3:1][O:2][C:3](=[O:18])[C@@H:4]([N:13]1[CH:17]=[CH:16][CH:15]=[CH:14]1)[CH2:5][C:6]1[CH:11]=[CH:10][C:9]([O:12][CH2:21][CH2:22][N:31]([C:61]2[C:60]3[C:65](=[CH:66][C:57]([Cl:56])=[CH:58][CH:59]=3)[N:64]=[CH:63][CH:62]=2)[CH3:32])=[CH:8][CH:7]=1, predict the reactants needed to synthesize it. The reactants are: [CH3:1][O:2][C:3](=[O:18])[CH:4]([N:13]1[CH:17]=[CH:16][CH:15]=[CH:14]1)[CH2:5][C:6]1[CH:11]=[CH:10][C:9]([OH:12])=[CH:8][CH:7]=1.CO[C:21](=O)[C@@H:22]([N:31]1C=CC=[CH:32]1)CC1C=CC(O)=CC=1.C1(P(C2C=CC=CC=2)C2C=CC=CC=2)C=CC=CC=1.[Cl:56][C:57]1[CH:66]=[C:65]2[C:60]([C:61](CNCCO)=[CH:62][CH:63]=[N:64]2)=[CH:59][CH:58]=1.CC(OC(/N=N/C(OC(C)C)=O)=O)C. (6) Given the product [F:10][C:11]1[N:26]=[CH:25][CH:24]=[CH:23][C:12]=1[C:13]([NH:7][CH2:6][C:5]1[CH:8]=[CH:9][C:2]([F:1])=[CH:3][CH:4]=1)=[O:14], predict the reactants needed to synthesize it. The reactants are: [F:1][C:2]1[CH:9]=[CH:8][C:5]([CH2:6][NH2:7])=[CH:4][CH:3]=1.[F:10][C:11]1[N:26]=[CH:25][CH:24]=[CH:23][C:12]=1[C:13](NC1C=CC=CC=1C)=[O:14]. (7) Given the product [Cl:70][C:23]1[C:22]([C:26]([F:29])([F:27])[F:28])=[CH:21][C:20]([O:30][CH3:31])=[C:19]([N:15]2[C:16]3[C:11](=[CH:10][C:9]([S:8]([O:62][C:53]4[C:52]([F:51])=[C:57]([F:58])[C:56]([F:59])=[C:55]([F:60])[C:54]=4[F:61])(=[O:41])=[O:72])=[CH:18][CH:17]=3)[CH:12]=[CH:13][C:14]2=[O:32])[CH:24]=1, predict the reactants needed to synthesize it. The reactants are: C([S:8][C:9]1[CH:10]=[C:11]2[C:16](=[CH:17][CH:18]=1)[N:15]([C:19]1[CH:24]=[C:23](Cl)[C:22]([C:26]([F:29])([F:28])[F:27])=[CH:21][C:20]=1[O:30][CH3:31])[C:14](=[O:32])[CH:13]=[CH:12]2)C1C=CC=CC=1.ClN1C(C)(C)C(=[O:41])N(Cl)C1=O.N1CC(=O)NC1=O.[F:51][C:52]1[C:57]([F:58])=[C:56]([F:59])[C:55]([F:60])=[C:54]([F:61])[C:53]=1[OH:62].C(N(CC)CC)C.[Cl-:70].[Na+].[OH2:72].